This data is from Reaction yield outcomes from USPTO patents with 853,638 reactions. The task is: Predict the reaction yield, written as a fraction of the theoretical maximum amount of product (1.0 means a 100% yield; for example, 0.34 means a 34% yield). The reactants are [O:1]1[CH:6]=[CH:5][CH2:4][CH2:3][CH:2]1[CH2:7][NH2:8].[C:9]([N:16]1[CH:20]=[CH:19][N:18]=[CH:17]1)(N1C=CN=C1)=[O:10].[CH3:21]N(C)CCN. The catalyst is ClCCl. The product is [O:1]1[CH:6]=[CH:5][CH2:4][CH2:3][C@@H:2]1[CH2:7][NH:8][C:9]([NH:16][CH2:20][CH2:19][N:18]([CH3:17])[CH3:21])=[O:10]. The yield is 0.910.